Predict which catalyst facilitates the given reaction. From a dataset of Catalyst prediction with 721,799 reactions and 888 catalyst types from USPTO. (1) Reactant: I[C:2]1[C:10]2[C:5](=[CH:6][CH:7]=[CH:8][CH:9]=2)[N:4]([C:11]2[CH:16]=[CH:15][C:14]([NH:17][C:18]([NH:20][CH2:21][C:22]3[CH:23]=[N:24][CH:25]=[CH:26][CH:27]=3)=[O:19])=[CH:13][CH:12]=2)[N:3]=1.[CH2:28]([N:31]1[CH2:36][CH2:35][O:34][CH2:33][CH2:32]1)[C:29]#[CH:30].C(N(CC)CC)C. Product: [O:34]1[CH2:35][CH2:36][N:31]([CH2:28][C:29]#[C:30][C:2]2[C:10]3[C:5](=[CH:6][CH:7]=[CH:8][CH:9]=3)[N:4]([C:11]3[CH:16]=[CH:15][C:14]([NH:17][C:18]([NH:20][CH2:21][C:22]4[CH:23]=[N:24][CH:25]=[CH:26][CH:27]=4)=[O:19])=[CH:13][CH:12]=3)[N:3]=2)[CH2:32][CH2:33]1. The catalyst class is: 555. (2) Reactant: [N+:1]([C:4]1[CH:9]=[CH:8][CH:7]=[CH:6][C:5]=1[C:10]1[N:11]=[C:12]([NH:15][C:16](=[O:34])[CH2:17][CH2:18][CH2:19][CH2:20][CH2:21][CH2:22][C:23]([NH:25][O:26]CC2C=CC=CC=2)=[O:24])[S:13][CH:14]=1)([O-:3])=[O:2].B(Br)(Br)Br. Product: [N+:1]([C:4]1[CH:9]=[CH:8][CH:7]=[CH:6][C:5]=1[C:10]1[N:11]=[C:12]([NH:15][C:16](=[O:34])[CH2:17][CH2:18][CH2:19][CH2:20][CH2:21][CH2:22][C:23]([NH:25][OH:26])=[O:24])[S:13][CH:14]=1)([O-:3])=[O:2]. The catalyst class is: 2. (3) Reactant: C(OC([NH:11][N:12]([C@@H:23]([CH:27]1[CH2:32][CH2:31][CH2:30][CH2:29][CH2:28]1)[CH2:24][CH:25]=[CH2:26])[C:13](=[O:22])[C:14]1[CH:19]=[C:18]([CH3:20])[CH:17]=[C:16]([CH3:21])[CH:15]=1)=O)C1C=CC=CC=1. Product: [CH:27]1([C@H:23]([N:12]([C:13](=[O:22])[C:14]2[CH:19]=[C:18]([CH3:20])[CH:17]=[C:16]([CH3:21])[CH:15]=2)[NH2:11])[CH2:24][CH2:25][CH3:26])[CH2:32][CH2:31][CH2:30][CH2:29][CH2:28]1. The catalyst class is: 285. (4) Product: [CH3:9][CH:10]1[O:7][CH:5]([CH3:6])[O:4][CH:1]([OH:3])[CH2:2]1. The catalyst class is: 277. Reactant: [C:1]([O:4][C:5](=[O:7])[CH3:6])(=[O:3])[CH3:2].N1C=CC=[CH:10][CH:9]=1. (5) Reactant: [NH2:1][C:2]1[CH:7]=[CH:6][CH:5]=[CH:4][CH:3]=1.[CH3:8][N:9]1[CH2:14][CH2:13][C:12](=O)[CH2:11][CH2:10]1.CC(O)=O.[BH-](OC(C)=O)(OC(C)=O)OC(C)=O.[Na+].[OH-].[Na+]. Product: [CH3:8][N:9]1[CH2:14][CH2:13][CH:12]([NH:1][C:2]2[CH:7]=[CH:6][CH:5]=[CH:4][CH:3]=2)[CH2:11][CH2:10]1. The catalyst class is: 26. (6) Reactant: F[C:2](F)(F)C(O)=O.[F:8][C:9]1[C:14]([O:15][CH3:16])=[CH:13][C:12]([O:17][CH3:18])=[C:11]([F:19])[C:10]=1[N:20]1[CH2:25][C:24]2[CH:26]=[N:27][C:28]([CH2:30][NH:31][C:32](=[O:35])[CH:33]=[CH2:34])=[CH:29][C:23]=2[N:22]([CH2:36][CH:37]2[CH2:42][CH2:41][NH:40][CH2:39][CH2:38]2)[C:21]1=[O:43].C=O.C(N(CC)C(C)C)(C)C.C(O[BH-](OC(=O)C)OC(=O)C)(=O)C.[Na+]. Product: [F:19][C:11]1[C:12]([O:17][CH3:18])=[CH:13][C:14]([O:15][CH3:16])=[C:9]([F:8])[C:10]=1[N:20]1[CH2:25][C:24]2[CH:26]=[N:27][C:28]([CH2:30][NH:31][C:32](=[O:35])[CH:33]=[CH2:34])=[CH:29][C:23]=2[N:22]([CH2:36][CH:37]2[CH2:42][CH2:41][N:40]([CH3:2])[CH2:39][CH2:38]2)[C:21]1=[O:43]. The catalyst class is: 83. (7) Reactant: [CH2:1]([O:3][CH:4]=[CH:5][CH2:6][CH2:7][CH:8]1[CH2:13][CH:12]2[CH2:14][CH:9]1[CH:10]=[CH:11]2)[CH3:2].C(O)C[OH:17].C1(C)C=CC(S(O)(=O)=O)=CC=1.O.C(=O)(O)[O-].[Na+]. Product: [CH:9]12[CH2:14][CH:12]([CH:11]=[CH:10]1)[CH2:13][CH:8]2[CH2:7][CH2:6][CH2:5][CH:4]1[O:17][CH2:2][CH2:1][O:3]1. The catalyst class is: 11. (8) Reactant: [N:1]([O-])=O.[Na+].[C:5]([O:9][C:10](=[O:37])[NH:11][C@H:12]1[CH2:16][CH2:15][C@H:14]([NH:17][C:18]2[C:23]([NH2:24])=[CH:22][N:21]=[C:20]3[N:25]([S:28]([C:31]4[CH:36]=[CH:35][CH:34]=[CH:33][CH:32]=4)(=[O:30])=[O:29])[CH:26]=[CH:27][C:19]=23)[CH2:13]1)([CH3:8])([CH3:7])[CH3:6]. Product: [C:5]([O:9][C:10](=[O:37])[NH:11][C@H:12]1[CH2:16][CH2:15][C@H:14]([N:17]2[C:18]3[C:23](=[CH:22][N:21]=[C:20]4[C:19]=3[CH:27]=[CH:26][N:25]4[S:28]([C:31]3[CH:36]=[CH:35][CH:34]=[CH:33][CH:32]=3)(=[O:30])=[O:29])[N:24]=[N:1]2)[CH2:13]1)([CH3:8])([CH3:6])[CH3:7]. The catalyst class is: 15. (9) Reactant: [Br:1][C:2]1[CH:3]=[C:4]2[C:8](=[CH:9][CH:10]=1)[N:7]([C:11](=[O:20])[CH2:12][N:13]1[CH2:18][CH2:17][N:16]([CH3:19])[CH2:15][CH2:14]1)[CH:6]=[C:5]2/[C:21](/[C:33]#[N:34])=[CH:22]/[C:23]1[CH:24]=[C:25]([CH:28]=[CH:29][C:30]=1[O:31][CH3:32])[C:26]#[N:27].[ClH:35].O1CCOCC1. Product: [ClH:35].[Br:1][C:2]1[CH:3]=[C:4]2[C:8](=[CH:9][CH:10]=1)[N:7]([C:11](=[O:20])[CH2:12][N:13]1[CH2:18][CH2:17][N:16]([CH3:19])[CH2:15][CH2:14]1)[CH:6]=[C:5]2/[C:21](/[C:33]#[N:34])=[CH:22]/[C:23]1[CH:24]=[C:25]([CH:28]=[CH:29][C:30]=1[O:31][CH3:32])[C:26]#[N:27]. The catalyst class is: 12.